This data is from Forward reaction prediction with 1.9M reactions from USPTO patents (1976-2016). The task is: Predict the product of the given reaction. Given the reactants [F:1][C:2]1[CH:3]=[C:4]([CH:9]([CH3:15])[C:10]([O:12][CH2:13][CH3:14])=[O:11])[CH:5]=[CH:6][C:7]=1I.N#N.C[C:19]([N:21](C)C)=O, predict the reaction product. The product is: [C:19]([C:7]1[CH:6]=[CH:5][C:4]([CH:9]([CH3:15])[C:10]([O:12][CH2:13][CH3:14])=[O:11])=[CH:3][C:2]=1[F:1])#[N:21].